This data is from Forward reaction prediction with 1.9M reactions from USPTO patents (1976-2016). The task is: Predict the product of the given reaction. (1) Given the reactants FC(F)(F)C(O)=O.C(OC(=O)[NH:14][C@H:15]([CH2:37][C:38]1[CH:43]=[CH:42][CH:41]=[C:40]([Cl:44])[CH:39]=1)[C:16]([N:18]1[CH2:23][CH2:22][N:21]([C:24](=[O:36])[C:25]2[CH:30]=[C:29]([F:31])[CH:28]=[CH:27][C:26]=2[C:32]([F:35])([F:34])[F:33])[CH2:20][CH2:19]1)=[O:17])(C)(C)C, predict the reaction product. The product is: [NH2:14][C@H:15]([CH2:37][C:38]1[CH:43]=[CH:42][CH:41]=[C:40]([Cl:44])[CH:39]=1)[C:16]([N:18]1[CH2:23][CH2:22][N:21]([C:24](=[O:36])[C:25]2[CH:30]=[C:29]([F:31])[CH:28]=[CH:27][C:26]=2[C:32]([F:33])([F:34])[F:35])[CH2:20][CH2:19]1)=[O:17]. (2) Given the reactants [Cl:1][C:2]1[C:11]2[C:6](=[CH:7][C:8]([O:14][CH2:15][CH2:16][CH2:17][N:18]3[CH:22]=[N:21][CH:20]=[N:19]3)=[C:9]([O:12][CH3:13])[CH:10]=2)[N:5]=[CH:4][N:3]=1.[NH2:23][C:24]1[CH:25]=[C:26]2[C:30](=[CH:31][CH:32]=1)[NH:29][CH:28]=[CH:27]2.Cl, predict the reaction product. The product is: [ClH:1].[NH:29]1[C:30]2[C:26](=[CH:25][C:24]([NH:23][C:2]3[C:11]4[C:6](=[CH:7][C:8]([O:14][CH2:15][CH2:16][CH2:17][N:18]5[CH:22]=[N:21][CH:20]=[N:19]5)=[C:9]([O:12][CH3:13])[CH:10]=4)[N:5]=[CH:4][N:3]=3)=[CH:32][CH:31]=2)[CH:27]=[CH:28]1. (3) Given the reactants O[NH:2][C:3](=[O:13])[C:4]1[CH:9]=[CH:8][C:7]([CH2:10]O)=[CH:6][C:5]=1[OH:12].CN(C)C=O.S(Cl)([Cl:21])=O, predict the reaction product. The product is: [Cl:21][CH2:10][C:7]1[CH:8]=[CH:9][C:4]2[C:3]([OH:13])=[N:2][O:12][C:5]=2[CH:6]=1. (4) The product is: [CH3:1][C:2]1[C:3]2[NH:9][CH:12]=[N:8][C:4]=2[CH:5]=[CH:6][CH:7]=1. Given the reactants [CH3:1][C:2]1[C:3]([NH2:9])=[C:4]([NH2:8])[CH:5]=[CH:6][CH:7]=1.[OH-].[NH4+].[CH:12](O)=O, predict the reaction product. (5) Given the reactants C([O:3][C:4](=[O:22])[CH2:5][CH2:6][C@H:7]1[CH2:12][CH2:11][C:10]([F:14])([F:13])[CH2:9][N:8]1[C:15]([O:17][C:18]([CH3:21])([CH3:20])[CH3:19])=[O:16])C.O[Li].O, predict the reaction product. The product is: [C:18]([O:17][C:15]([N:8]1[CH2:9][C:10]([F:13])([F:14])[CH2:11][CH2:12][C@@H:7]1[CH2:6][CH2:5][C:4]([OH:22])=[O:3])=[O:16])([CH3:21])([CH3:19])[CH3:20]. (6) Given the reactants [C:1]([O:4][C@@H:5]1[C@@H:18]([O:19][C:20](=[O:22])[CH3:21])[C@H:17]([O:23][C:24](=[O:26])[CH3:25])[CH2:16][S:15][C@H:6]1[O:7][C:8]1[CH:13]=[CH:12][CH:11]=[C:10](I)[CH:9]=1)(=[O:3])[CH3:2].[O:27]1[CH:31]=[CH:30][CH:29]=[C:28]1B(O)O, predict the reaction product. The product is: [C:1]([O:4][C@@H:5]1[C@@H:18]([O:19][C:20](=[O:22])[CH3:21])[C@H:17]([O:23][C:24](=[O:26])[CH3:25])[CH2:16][S:15][C@H:6]1[O:7][C:8]1[CH:13]=[CH:12][CH:11]=[C:10]([C:28]2[O:27][CH:31]=[CH:30][CH:29]=2)[CH:9]=1)(=[O:3])[CH3:2]. (7) Given the reactants [C:1]([O:8][CH2:9][CH3:10])(=[O:7])[C:2]([O:4]CC)=O.C1COCC1.[Cl:16][C:17]1[CH:18]=[C:19]([Mg]Br)[CH:20]=[CH:21][CH:22]=1.S(=O)(=O)(O)O, predict the reaction product. The product is: [CH2:9]([O:8][C:1](=[O:7])[C:2]([C:21]1[CH:20]=[CH:19][CH:18]=[C:17]([Cl:16])[CH:22]=1)=[O:4])[CH3:10]. (8) Given the reactants [F:1][C:2]1[CH:11]=[C:10]2[C:5]([CH2:6][CH:7]([CH2:12][C:13]3[CH:18]=[CH:17][C:16]([F:19])=[CH:15][CH:14]=3)[NH:8][CH2:9]2)=[CH:4][CH:3]=1.[C:20]([O:24][C:25]([N:27]([CH2:38][CH:39]=O)[CH2:28][C:29]1[CH:34]=[CH:33][C:32]([N+:35]([O-:37])=[O:36])=[CH:31][CH:30]=1)=[O:26])([CH3:23])([CH3:22])[CH3:21], predict the reaction product. The product is: [N+:35]([C:32]1[CH:31]=[CH:30][C:29]([CH2:28][N:27]([CH2:38][CH2:39][N:8]2[CH:7]([CH2:12][C:13]3[CH:14]=[CH:15][C:16]([F:19])=[CH:17][CH:18]=3)[CH2:6][C:5]3[C:10](=[CH:11][C:2]([F:1])=[CH:3][CH:4]=3)[CH2:9]2)[C:25](=[O:26])[O:24][C:20]([CH3:23])([CH3:22])[CH3:21])=[CH:34][CH:33]=1)([O-:37])=[O:36]. (9) Given the reactants [Br:1][C:2]1[CH:10]=[CH:9][CH:8]=[C:7]2[C:3]=1[CH:4]=[N:5][NH:6]2.[F:11][C:12]1[CH:17]=[CH:16][C:15](B(O)O)=[CH:14][CH:13]=1.N1C=CC=CC=1, predict the reaction product. The product is: [Br:1][C:2]1[CH:10]=[CH:9][CH:8]=[C:7]2[C:3]=1[CH:4]=[N:5][N:6]2[C:15]1[CH:16]=[CH:17][C:12]([F:11])=[CH:13][CH:14]=1. (10) Given the reactants [H-].[Na+].[Br:3][C:4]1[CH:5]=[C:6]2[C:10](=[CH:11][CH:12]=1)[NH:9][CH:8]=[C:7]2[CH:13]([CH3:15])[CH3:14].[C:16]([Si:20](Cl)([CH3:22])[CH3:21])([CH3:19])([CH3:18])[CH3:17].O, predict the reaction product. The product is: [Br:3][C:4]1[CH:5]=[C:6]2[C:10](=[CH:11][CH:12]=1)[N:9]([Si:20]([C:16]([CH3:19])([CH3:18])[CH3:17])([CH3:22])[CH3:21])[CH:8]=[C:7]2[CH:13]([CH3:15])[CH3:14].